From a dataset of Forward reaction prediction with 1.9M reactions from USPTO patents (1976-2016). Predict the product of the given reaction. (1) Given the reactants [N:1]1([CH2:10][C:11]([OH:13])=O)[C:5]2[CH:6]=[CH:7][CH:8]=[CH:9][C:4]=2[N:3]=[CH:2]1.S(Cl)(Cl)=O.[C:18]1([C:24]2[N:29]=[C:28]([NH2:30])[CH:27]=[CH:26][CH:25]=2)[CH:23]=[CH:22][CH:21]=[CH:20][CH:19]=1.N1C=CC=CC=1, predict the reaction product. The product is: [N:1]1([CH2:10][C:11]([NH:30][C:28]2[CH:27]=[CH:26][CH:25]=[C:24]([C:18]3[CH:19]=[CH:20][CH:21]=[CH:22][CH:23]=3)[N:29]=2)=[O:13])[C:5]2[CH:6]=[CH:7][CH:8]=[CH:9][C:4]=2[N:3]=[CH:2]1. (2) Given the reactants O1CCCC1.[Br-].[F:7][C:8]([F:13])([F:12])[C:9]([Zn+])=[CH2:10].Br[C:15]1[CH:16]=[C:17]([Cl:23])[C:18]([Cl:22])=[C:19]([CH3:21])[CH:20]=1.O1CCCC1.CCCCCC, predict the reaction product. The product is: [Cl:23][C:17]1[CH:16]=[C:15]([C:9]([C:8]([F:13])([F:12])[F:7])=[CH2:10])[CH:20]=[C:19]([CH3:21])[C:18]=1[Cl:22]. (3) Given the reactants [C:1]1([C:17]2[CH:22]=[CH:21][CH:20]=[CH:19][CH:18]=2)[CH:6]=[CH:5][CH:4]=[CH:3][C:2]=1[C:7]([N:9]1[CH2:16][CH:15]2[CH:11]([CH2:12][NH:13][CH2:14]2)[CH2:10]1)=[O:8].Cl[C:24]1[C:29]([CH3:30])=[N:28][C:27]([CH3:31])=[CH:26][N:25]=1, predict the reaction product. The product is: [C:1]1([C:17]2[CH:22]=[CH:21][CH:20]=[CH:19][CH:18]=2)[CH:6]=[CH:5][CH:4]=[CH:3][C:2]=1[C:7]([N:9]1[CH2:10][CH:11]2[CH:15]([CH2:14][N:13]([C:24]3[C:29]([CH3:30])=[N:28][C:27]([CH3:31])=[CH:26][N:25]=3)[CH2:12]2)[CH2:16]1)=[O:8]. (4) Given the reactants [C:1]([O:5][C:6](=[O:29])[NH:7][C:8]1[CH:13]=[CH:12][C:11]([C:14]2[CH:15]=[N:16][C:17]([O:20][CH2:21][C:22]3[CH:27]=[CH:26][CH:25]=[CH:24][CH:23]=3)=[CH:18][CH:19]=2)=[CH:10][C:9]=1[NH2:28])([CH3:4])([CH3:3])[CH3:2].[N:30]1([C:35]2[CH:36]=[C:37]([C:41]3[O:46]C(C)(C)[O:44][C:43](=O)[CH:42]=3)[CH:38]=[CH:39][CH:40]=2)[CH:34]=[CH:33][N:32]=[CH:31]1, predict the reaction product. The product is: [C:1]([O:5][C:6](=[O:29])[NH:7][C:8]1[CH:13]=[CH:12][C:11]([C:14]2[CH:15]=[N:16][C:17]([O:20][CH2:21][C:22]3[CH:23]=[CH:24][CH:25]=[CH:26][CH:27]=3)=[CH:18][CH:19]=2)=[CH:10][C:9]=1[NH:28][C:43](=[O:44])[CH2:42][C:41]([C:37]1[CH:38]=[CH:39][CH:40]=[C:35]([N:30]2[CH:34]=[CH:33][N:32]=[CH:31]2)[CH:36]=1)=[O:46])([CH3:4])([CH3:2])[CH3:3]. (5) Given the reactants [CH:1]([N:3]1[CH2:8][CH2:7][N:6]([C:9]2[C:17]3[CH:16]=[C:15]([C:18]([O:20]CC)=[O:19])[S:14][C:13]=3[CH:12]=[CH:11][CH:10]=2)[CH2:5][CH2:4]1)=[O:2].O.[OH-].[Li+], predict the reaction product. The product is: [CH:1]([N:3]1[CH2:8][CH2:7][N:6]([C:9]2[C:17]3[CH:16]=[C:15]([C:18]([OH:20])=[O:19])[S:14][C:13]=3[CH:12]=[CH:11][CH:10]=2)[CH2:5][CH2:4]1)=[O:2]. (6) Given the reactants [OH:1][C:2]([C:35]1[S:36][CH:37]=[CH:38][CH:39]=1)([C:30]1[S:31][CH:32]=[CH:33][CH:34]=1)[C:3]([O:5][C@H:6]1[CH2:11][CH2:10][C@H:9]([N:12]([CH2:14][CH2:15][CH2:16][C:17]2[O:21][N:20]=[C:19]([C:22]3[CH:27]=[CH:26][C:25]([CH2:28][OH:29])=[CH:24][CH:23]=3)[N:18]=2)[CH3:13])[CH2:8][CH2:7]1)=[O:4], predict the reaction product. The product is: [OH:1][C:2]([C:30]1[S:31][CH:32]=[CH:33][CH:34]=1)([C:35]1[S:36][CH:37]=[CH:38][CH:39]=1)[C:3]([O:5][C@H:6]1[CH2:7][CH2:8][C@H:9]([N:12]([CH2:14][CH2:15][CH2:16][C:17]2[O:21][N:20]=[C:19]([C:22]3[CH:27]=[CH:26][C:25]([CH:28]=[O:29])=[CH:24][CH:23]=3)[N:18]=2)[CH3:13])[CH2:10][CH2:11]1)=[O:4]. (7) Given the reactants [N:1]1([C:7]2[CH:8]=[C:9]3[C:13](=[CH:14][CH:15]=2)[NH:12][N:11]=[CH:10]3)[CH2:6][CH2:5][NH:4][CH2:3][CH2:2]1.[OH-].[Na+].[C:18]([O:22][C:23](=O)[O-:24])([CH3:21])([CH3:20])[CH3:19].O, predict the reaction product. The product is: [C:18]([O:22][C:23]([N:4]1[CH2:5][CH2:6][N:1]([C:7]2[CH:8]=[C:9]3[C:13](=[CH:14][CH:15]=2)[NH:12][N:11]=[CH:10]3)[CH2:2][CH2:3]1)=[O:24])([CH3:21])([CH3:20])[CH3:19]. (8) The product is: [CH3:1][O:2][C:3]1[CH:4]=[CH:5][CH:6]=[C:7]2[C:11]=1[CH:10]([NH:12][C:13]1[O:14][CH2:15][C:16]3[CH:22]=[C:21]([NH:23][S:25]([CH3:24])(=[O:27])=[O:26])[CH:20]=[CH:19][C:17]=3[N:18]=1)[CH2:9][CH2:8]2. Given the reactants [CH3:1][O:2][C:3]1[CH:4]=[CH:5][CH:6]=[C:7]2[C:11]=1[CH:10]([NH:12][C:13]1[O:14][CH2:15][C:16]3[CH:22]=[C:21]([NH2:23])[CH:20]=[CH:19][C:17]=3[N:18]=1)[CH2:9][CH2:8]2.[CH3:24][S:25](Cl)(=[O:27])=[O:26], predict the reaction product. (9) Given the reactants [Cl:1][C:2]1[CH:3]=[CH:4][C:5]([C:23]#[N:24])=[C:6]([C:8]2[C:13]([O:14][CH3:15])=[CH:12][N:11]([CH:16]([CH2:20][CH3:21])[C:17]([OH:19])=O)[C:10](=[O:22])[CH:9]=2)[CH:7]=1.[NH2:25][C:26]1[CH:27]=[CH:28][C:29]2[N:33]=[C:32]([C:34]([O:36][CH2:37][CH3:38])=[O:35])[NH:31][C:30]=2[CH:39]=1, predict the reaction product. The product is: [Cl:1][C:2]1[CH:3]=[CH:4][C:5]([C:23]#[N:24])=[C:6]([C:8]2[C:13]([O:14][CH3:15])=[CH:12][N:11]([CH:16]([CH2:20][CH3:21])[C:17]([NH:25][C:26]3[CH:27]=[CH:28][C:29]4[N:33]=[C:32]([C:34]([O:36][CH2:37][CH3:38])=[O:35])[NH:31][C:30]=4[CH:39]=3)=[O:19])[C:10](=[O:22])[CH:9]=2)[CH:7]=1.